Dataset: Reaction yield outcomes from USPTO patents with 853,638 reactions. Task: Predict the reaction yield, written as a fraction of the theoretical maximum amount of product (1.0 means a 100% yield; for example, 0.34 means a 34% yield). (1) The reactants are [CH2:1]([O:3][CH:4]([O:23][CH2:24][CH3:25])[C:5]1[CH:22]=[CH:21][C:8](/[CH:9]=[N:10]/[C:11]2[CH:19]=[CH:18][CH:17]=[C:16]3[C:12]=2[CH2:13][O:14][C:15]3=[O:20])=[CH:7][CH:6]=1)[CH3:2].[F:26][C:27]1[CH:34]=[CH:33][C:30]([CH:31]=O)=[CH:29][CH:28]=1.[O-][CH2:36][CH3:37].[Na+].C(OCC)(=[O:42])CC. No catalyst specified. The product is [CH2:1]([O:3][CH:4]([O:23][CH2:24][CH3:25])[C:5]1[CH:22]=[CH:21][C:8]([CH:9]2[CH:31]([C:30]3[CH:33]=[CH:34][C:27]([F:26])=[CH:28][CH:29]=3)[C:13](=[O:42])[C:12]3[C:16]([C:15]([O:14][CH2:36][CH3:37])=[O:20])=[CH:17][CH:18]=[CH:19][C:11]=3[NH:10]2)=[CH:7][CH:6]=1)[CH3:2]. The yield is 0.260. (2) The product is [CH3:1][O:2][C:3]1[CH:8]=[CH:7][C:6]([C:9]([F:12])([F:11])[F:10])=[CH:5][C:4]=1[NH:13][C:14]([NH:16][C:17]1[CH:18]=[CH:19][C:20]([O:21][C:22]2[CH:23]=[C:24]3[C:28](=[CH:29][CH:30]=2)[C:27](=[O:31])[NH:26][C:25]3=[O:32])=[CH:33][CH:34]=1)=[O:15]. The catalyst is C(Cl)Cl. The yield is 0.960. The reactants are [CH3:1][O:2][C:3]1[CH:8]=[CH:7][C:6]([C:9]([F:12])([F:11])[F:10])=[CH:5][C:4]=1[N:13]=[C:14]=[O:15].[NH2:16][C:17]1[CH:34]=[CH:33][C:20]([O:21][C:22]2[CH:23]=[C:24]3[C:28](=[CH:29][CH:30]=2)[C:27](=[O:31])[NH:26][C:25]3=[O:32])=[CH:19][CH:18]=1.CO. (3) The reactants are Br[C:2]1[CH:7]=[CH:6][C:5]([C:8](=[C:17]2[CH2:22][C:21]([CH3:24])([CH3:23])[O:20][C:19]([CH3:26])([CH3:25])[CH2:18]2)[C:9]2[CH:14]=[CH:13][C:12]([OH:15])=[C:11]([Cl:16])[CH:10]=2)=[CH:4][CH:3]=1.[C:27]([O:31][CH2:32][CH3:33])(=[O:30])[CH:28]=[CH2:29].CCN(CC)CC.CN(C=O)C. The catalyst is Cl[Pd](Cl)([P](C1C=CC=CC=1)(C1C=CC=CC=1)C1C=CC=CC=1)[P](C1C=CC=CC=1)(C1C=CC=CC=1)C1C=CC=CC=1.CCOC(C)=O.O. The product is [Cl:16][C:11]1[CH:10]=[C:9]([C:8](=[C:17]2[CH2:18][C:19]([CH3:26])([CH3:25])[O:20][C:21]([CH3:23])([CH3:24])[CH2:22]2)[C:5]2[CH:4]=[CH:3][C:2](/[CH:29]=[CH:28]/[C:27]([O:31][CH2:32][CH3:33])=[O:30])=[CH:7][CH:6]=2)[CH:14]=[CH:13][C:12]=1[OH:15]. The yield is 0.650. (4) The reactants are [Li]N1C(C)(C)CCC[C:3]1(C)C.[CH3:12][O:13][C:14]1[C:23]2[C:18](=[C:19]([CH3:28])[C:20]([O:26][CH3:27])=[C:21]([O:24][CH3:25])[CH:22]=2)[CH:17]=[C:16]([C:29]([OH:31])=[O:30])[CH:15]=1.CI.O. The catalyst is C1COCC1. The product is [CH2:28]([C:19]1[C:20]([O:26][CH3:27])=[C:21]([O:24][CH3:25])[CH:22]=[C:23]2[C:18]=1[CH:17]=[C:16]([C:29]([OH:31])=[O:30])[CH:15]=[C:14]2[O:13][CH3:12])[CH3:3]. The yield is 0.900. (5) The reactants are [CH3:1][O:2][C:3]([C:5]1[CH:6]=[C:7]2[CH:13]=[CH:12][N:11]([Si](C(C)C)(C(C)C)C(C)C)[C:8]2=[N:9][CH:10]=1)=[O:4].[F-].C([N+](CCCC)(CCCC)CCCC)CCC. The catalyst is O1CCCC1. The product is [CH3:1][O:2][C:3]([C:5]1[CH:6]=[C:7]2[CH:13]=[CH:12][NH:11][C:8]2=[N:9][CH:10]=1)=[O:4]. The yield is 0.600. (6) The reactants are [CH3:1][C:2]1[O:6][C:5]([C:7]([O:9]C)=[O:8])=[CH:4][C:3]=1[C:11]1[N:15]([CH3:16])[N:14]=[CH:13][CH:12]=1.[OH-].[Na+]. The catalyst is O1CCCC1. The product is [CH3:1][C:2]1[O:6][C:5]([C:7]([OH:9])=[O:8])=[CH:4][C:3]=1[C:11]1[N:15]([CH3:16])[N:14]=[CH:13][CH:12]=1. The yield is 0.630. (7) The reactants are [NH2:1][C:2]1[N:12]([C:13]2[CH:18]=[CH:17][C:16]([CH2:19][CH2:20][NH:21][C:22]([NH:24][S:25]([C:28]3[CH:33]=[CH:32][C:31]([CH3:34])=[CH:30][CH:29]=3)(=[O:27])=[O:26])=[O:23])=[CH:15][CH:14]=2)[C:5]2=[N:6][C:7]([CH3:11])=[CH:8][C:9]([CH3:10])=[C:4]2[N:3]=1.[CH3:35][C:36](OC(C)=O)=[O:37]. The catalyst is N1C=CC=CC=1. The product is [CH3:11][C:7]1[N:6]=[C:5]2[N:12]([C:13]3[CH:14]=[CH:15][C:16]([CH2:19][CH2:20][NH:21][C:22]([NH:24][S:25]([C:28]4[CH:33]=[CH:32][C:31]([CH3:34])=[CH:30][CH:29]=4)(=[O:27])=[O:26])=[O:23])=[CH:17][CH:18]=3)[C:2]([NH:1][C:36](=[O:37])[CH3:35])=[N:3][C:4]2=[C:9]([CH3:10])[CH:8]=1. The yield is 0.0500.